From a dataset of Forward reaction prediction with 1.9M reactions from USPTO patents (1976-2016). Predict the product of the given reaction. Given the reactants C([O:8][C:9]1[CH:10]=[CH:11][CH:12]=[C:13]2[C:18]=1[N:17]=[C:16]([C:19]1[N:23]3[CH:24]=[CH:25][C:26]([O:28][CH2:29][CH2:30][O:31][CH3:32])=[CH:27][C:22]3=[N:21][CH:20]=1)[CH:15]=[CH:14]2)C1C=CC=CC=1.C([O-])=O.[NH4+].C(O)=O, predict the reaction product. The product is: [CH3:32][O:31][CH2:30][CH2:29][O:28][C:26]1[CH:25]=[CH:24][N:23]2[C:19]([C:16]3[CH:15]=[CH:14][C:13]4[C:18](=[C:9]([OH:8])[CH:10]=[CH:11][CH:12]=4)[N:17]=3)=[CH:20][N:21]=[C:22]2[CH:27]=1.